This data is from Rat liver microsome stability data. The task is: Regression/Classification. Given a drug SMILES string, predict its absorption, distribution, metabolism, or excretion properties. Task type varies by dataset: regression for continuous measurements (e.g., permeability, clearance, half-life) or binary classification for categorical outcomes (e.g., BBB penetration, CYP inhibition). Dataset: rlm. (1) The molecule is CCc1ccc(CNc2ccc3c(c2)ncn3C(C)(C)C)cc1. The result is 1 (stable in rat liver microsomes). (2) The result is 1 (stable in rat liver microsomes). The compound is CN(C)c1ccc(C(=O)N2CCC(NS(=O)(=O)c3cc(S(=O)(=O)c4ccccc4)ccc3C(F)(F)F)CC2)cn1. (3) The molecule is CCN1C(=O)N(CCC(C)C)C2(CCN(Cc3cc(Cl)ccc3O)CC2)C1=O. The result is 1 (stable in rat liver microsomes).